This data is from Forward reaction prediction with 1.9M reactions from USPTO patents (1976-2016). The task is: Predict the product of the given reaction. (1) The product is: [CH3:1][N:2]1[CH:6]=[C:5]([NH:7][C:8]([C:10]2[N:11]([CH3:18])[CH:12]=[C:13]([N+:15]([O-:17])=[O:16])[CH:14]=2)=[O:9])[CH:4]=[C:3]1[C:19]([OH:21])=[O:20]. Given the reactants [CH3:1][N:2]1[CH:6]=[C:5]([NH:7][C:8]([C:10]2[N:11]([CH3:18])[CH:12]=[C:13]([N+:15]([O-:17])=[O:16])[CH:14]=2)=[O:9])[CH:4]=[C:3]1[C:19]([O:21]C)=[O:20].[Li+].[OH-], predict the reaction product. (2) Given the reactants [C:1]([NH:4][C:5]1[CH:10]=[C:9]([C:11]2[NH:19][C:18]3[C:13](=[N:14][CH:15]=[CH:16][C:17]=3[C:20](OC)=[O:21])[CH:12]=2)[CH:8]=[CH:7][N:6]=1)(=[O:3])[CH3:2].[Li+].[Br-].[BH4-].[Na+], predict the reaction product. The product is: [OH:21][CH2:20][C:17]1[CH:16]=[CH:15][N:14]=[C:13]2[CH:12]=[C:11]([C:9]3[CH:8]=[CH:7][N:6]=[C:5]([NH:4][C:1](=[O:3])[CH3:2])[CH:10]=3)[NH:19][C:18]=12. (3) Given the reactants [CH:1]1([C:6]2[C:14]3[C:9](=[CH:10][CH:11]=[CH:12][CH:13]=3)[N:8]([S:15]([C:18]3[CH:26]=[CH:25][C:21](C(O)=O)=[CH:20][CH:19]=3)(=[O:17])=[O:16])[CH:7]=2)[CH2:5][CH2:4][CH2:3][CH2:2]1.C1CN([P+]([O:43]N2N=NC3C=CC=CC2=3)(N2CCCC2)N2CCCC2)CC1.F[P-](F)(F)(F)(F)F.N[C:61]1[CH:62]=[N:63][CH:64]=[CH:65][CH:66]=1.C[CH2:68][N:69]([CH:73](C)C)C(C)C, predict the reaction product. The product is: [CH:1]1([C:6]2[C:14]3[C:9](=[CH:10][CH:11]=[CH:12][CH:13]=3)[N:8]([S:15]([C:18]3[CH:19]=[CH:20][CH:21]=[CH:25][C:26]=3[C:68]([NH:69][CH2:73][C:61]3[CH:62]=[N:63][CH:64]=[CH:65][CH:66]=3)=[O:43])(=[O:17])=[O:16])[CH:7]=2)[CH2:5][CH2:4][CH2:3][CH2:2]1. (4) Given the reactants [CH3:1][CH:2]([CH3:34])[CH2:3][C@H:4]([N:23]1[C:31](=[O:32])[C:30]2[C:25](=[CH:26][CH:27]=[CH:28][CH:29]=2)[C:24]1=[O:33])[CH2:5][O:6][C:7]1[CH:8]=[CH:9][C:10]2[C:20]3[C:15](=[CH:16][N:17]=[CH:18][CH:19]=3)[CH:14]([CH:21]=[CH2:22])[O:13][C:11]=2[CH:12]=1, predict the reaction product. The product is: [CH2:21]([CH:14]1[C:15]2=[CH:16][N:17]=[CH:18][CH:19]=[C:20]2[C:10]2[CH:9]=[CH:8][C:7]([O:6][CH2:5][C@@H:4]([N:23]3[C:31](=[O:32])[C:30]4[C:25](=[CH:26][CH:27]=[CH:28][CH:29]=4)[C:24]3=[O:33])[CH2:3][CH:2]([CH3:34])[CH3:1])=[CH:12][C:11]=2[O:13]1)[CH3:22]. (5) Given the reactants [O:1]1[C:8]2[CH:7]=[C:6]([C:9]([O:11][CH2:12][CH2:13][O:14][C:15](=[O:20])[CH2:16][CH2:17][CH2:18]Cl)=[O:10])[NH:5][C:4]=2[CH:3]=[CH:2]1.[CH3:21][N:22]1[CH2:27][CH2:26][NH:25][CH2:24][CH2:23]1, predict the reaction product. The product is: [O:1]1[C:8]2[CH:7]=[C:6]([C:9]([O:11][CH2:12][CH2:13][O:14][C:15](=[O:20])[CH2:16][CH2:17][CH2:18][N:25]3[CH2:26][CH2:27][N:22]([CH3:21])[CH2:23][CH2:24]3)=[O:10])[NH:5][C:4]=2[CH:3]=[CH:2]1. (6) Given the reactants [N:1]1[CH:6]=[CH:5][C:4]([CH2:7][NH:8][C:9](=[O:16])[NH:10][O:11][CH2:12][C:13]([OH:15])=O)=[CH:3][CH:2]=1.[NH2:17][C@H:18]([C:31]([N:33]([C@@H:45]([CH3:53])[CH:46]([O:50][CH2:51][CH3:52])[O:47][CH2:48][CH3:49])[CH2:34][C:35]1[C:44]2[C:39](=[CH:40][CH:41]=[CH:42][CH:43]=2)[CH:38]=[CH:37][CH:36]=1)=[O:32])[CH2:19][CH2:20][CH2:21][CH2:22][NH:23][C:24](=[O:30])[O:25][C:26]([CH3:29])([CH3:28])[CH3:27], predict the reaction product. The product is: [CH2:48]([O:47][CH:46]([O:50][CH2:51][CH3:52])[C@@H:45]([N:33]([CH2:34][C:35]1[C:44]2[C:39](=[CH:40][CH:41]=[CH:42][CH:43]=2)[CH:38]=[CH:37][CH:36]=1)[C:31]([C@H:18]([CH2:19][CH2:20][CH2:21][CH2:22][NH:23][C:24](=[O:30])[O:25][C:26]([CH3:28])([CH3:29])[CH3:27])[NH:17][C:13](=[O:15])[CH2:12][O:11][NH:10][C:9](=[O:16])[NH:8][CH2:7][C:4]1[CH:3]=[CH:2][N:1]=[CH:6][CH:5]=1)=[O:32])[CH3:53])[CH3:49]. (7) Given the reactants [CH2:1]1[CH:13]2[CH:4]([C:5](=[O:18])[NH:6][C:7]3[CH:8]=[C:9]4[C:16](=O)[CH2:15][CH2:14][C:10]4=[CH:11][C:12]=32)[CH2:3][CH2:2]1.[Cl:19][C:20]1[CH:21]=[C:22]([CH:25]=[CH:26][CH:27]=1)[CH2:23][NH2:24].C(O[BH-](OC(=O)C)OC(=O)C)(=O)C.[Na+].C(O)(=O)C, predict the reaction product. The product is: [Cl:19][C:20]1[CH:21]=[C:22]([CH:25]=[CH:26][CH:27]=1)[CH2:23][NH:24][CH:16]1[C:9]2[C:10](=[CH:11][C:12]3[CH:13]4[CH2:1][CH2:2][CH2:3][CH:4]4[C:5](=[O:18])[NH:6][C:7]=3[CH:8]=2)[CH2:14][CH2:15]1.